This data is from Catalyst prediction with 721,799 reactions and 888 catalyst types from USPTO. The task is: Predict which catalyst facilitates the given reaction. (1) Reactant: [CH3:1][O:2][C:3](=[O:10])[CH2:4][CH2:5][CH:6]([CH3:9])[CH2:7][OH:8].CC(OI1(OC(C)=O)(OC(C)=O)OC(=O)C2C=CC=CC1=2)=O. Product: [CH3:1][O:2][C:3](=[O:10])[CH2:4][CH2:5][CH:6]([CH3:9])[CH:7]=[O:8]. The catalyst class is: 2. (2) Reactant: [CH2:1]([C:8]1[CH:9]=[C:10]([C:14]([C:16]2[C:17]([NH:22][C@@H:23]3[CH2:27][C@H:26]([CH2:28][O:29][S:30]([NH:33]C(=O)OC(C)(C)C)(=[O:32])=[O:31])[C@@H:25]([OH:41])[C@@H:24]3[F:42])=[N:18][CH:19]=[N:20][CH:21]=2)=[O:15])[S:11][C:12]=1[Cl:13])[C:2]1[CH:7]=[CH:6][CH:5]=[CH:4][CH:3]=1. Product: [S:30](=[O:32])(=[O:31])([O:29][CH2:28][C@H:26]1[CH2:27][C@@H:23]([NH:22][C:17]2[C:16]([C:14]([C:10]3[S:11][C:12]([Cl:13])=[C:8]([CH2:1][C:2]4[CH:7]=[CH:6][CH:5]=[CH:4][CH:3]=4)[CH:9]=3)=[O:15])=[CH:21][N:20]=[CH:19][N:18]=2)[C@@H:24]([F:42])[C@@H:25]1[OH:41])[NH2:33]. The catalyst class is: 23. (3) Reactant: [CH2:1]([NH:3][C@H:4]1[CH2:8][CH2:7][NH:6][CH2:5]1)[CH3:2].C(N(CC)CC)C.[CH:16]1([C:19]2[O:20][C:21]3[C:22](=[C:24]([C:36]#[N:37])[C:25]([CH3:35])=[C:26]([C:29]4[CH:34]=[CH:33][CH:32]=[CH:31][CH:30]=4)[C:27]=3F)[N:23]=2)[CH2:18][CH2:17]1. Product: [CH:16]1([C:19]2[O:20][C:21]3[C:22](=[C:24]([C:36]#[N:37])[C:25]([CH3:35])=[C:26]([C:29]4[CH:30]=[CH:31][CH:32]=[CH:33][CH:34]=4)[C:27]=3[N:6]3[CH2:7][CH2:8][C@H:4]([NH:3][CH2:1][CH3:2])[CH2:5]3)[N:23]=2)[CH2:18][CH2:17]1. The catalyst class is: 16.